This data is from Full USPTO retrosynthesis dataset with 1.9M reactions from patents (1976-2016). The task is: Predict the reactants needed to synthesize the given product. (1) Given the product [C:23]([O:22][CH2:21][CH2:20][O:17][C:16]([C:2]1[CH:3]=[CH:4][C:5]2[S:6][C:7]3[C:12](=[CH:11][CH:10]=[CH:9][CH:8]=3)[C:13](=[O:15])[C:14]=2[CH:1]=1)=[O:18])(=[O:27])[C:24]([CH3:26])=[CH2:25], predict the reactants needed to synthesize it. The reactants are: [CH:1]1[C:14]2[C:13](=[O:15])[C:12]3[C:7](=[CH:8][CH:9]=[CH:10][CH:11]=3)[S:6][C:5]=2[CH:4]=[CH:3][C:2]=1[C:16]([OH:18])=[O:17].O[CH2:20][CH2:21][O:22][C:23](=[O:27])[C:24]([CH3:26])=[CH2:25].C1(C)C=CC(S(O)(=O)=O)=CC=1.CN(C)C1C=CN=CC=1.C1(N=C=NC2CCCCC2)CCCCC1. (2) Given the product [CH2:12]([O:16][C:17]1[CH:18]=[CH:19][C:20]([C:21]([NH:11][CH2:10][C:4]2([N:2]([CH3:1])[CH3:3])[CH2:5][CH2:6][CH2:7][CH2:8][CH2:9]2)=[O:22])=[CH:24][CH:25]=1)[CH2:13][CH2:14][CH3:15], predict the reactants needed to synthesize it. The reactants are: [CH3:1][N:2]([C:4]1([CH2:10][NH2:11])[CH2:9][CH2:8][CH2:7][CH2:6][CH2:5]1)[CH3:3].[CH2:12]([O:16][C:17]1[CH:25]=[CH:24][C:20]([C:21](Cl)=[O:22])=[CH:19][CH:18]=1)[CH2:13][CH2:14][CH3:15].